From a dataset of Reaction yield outcomes from USPTO patents with 853,638 reactions. Predict the reaction yield, written as a fraction of the theoretical maximum amount of product (1.0 means a 100% yield; for example, 0.34 means a 34% yield). (1) The reactants are S(C1C=CC(C)=CC=1)(O)(=O)=O.[F:12][C:13]1[CH:24]=[CH:23][C:16]([O:17][CH:18]2[CH2:22][CH2:21][NH:20][CH2:19]2)=[CH:15][CH:14]=1.C(N(C(C)C)CC)(C)C.[Cl:34][C:35]1[CH:40]=[C:39]([Cl:41])[CH:38]=[CH:37][C:36]=1[CH2:42][N:43]=[C:44]=[O:45]. No catalyst specified. The product is [Cl:34][C:35]1[CH:40]=[C:39]([Cl:41])[CH:38]=[CH:37][C:36]=1[CH2:42][NH:43][C:44]([N:20]1[CH2:21][CH2:22][CH:18]([O:17][C:16]2[CH:23]=[CH:24][C:13]([F:12])=[CH:14][CH:15]=2)[CH2:19]1)=[O:45]. The yield is 0.663. (2) The reactants are [Br:1][CH2:2][CH2:3][CH2:4][Si:5](Cl)(Cl)Cl.[CH2:9]([Mg]Cl)[C:10](=[CH2:12])[CH3:11]. The catalyst is C1COCC1. The product is [Br:1][CH2:2][CH2:3][CH2:4][Si:5]([CH2:11][C:10](=[CH2:9])[CH3:12])([CH2:12][C:10](=[CH2:11])[CH3:9])[CH2:9][C:10](=[CH2:12])[CH3:11]. The yield is 0.920. (3) The reactants are [F:1][C:2]([F:7])([F:6])[C:3]([OH:5])=[O:4].[F:8][C:9]([F:14])([F:13])[C:10]([OH:12])=[O:11].FC(F)(F)C(O)=O.[Cl:22][C:23]1[CH:24]=[N:25][C:26]2[NH:27][C:28]3[CH:29]=[N:30][CH:31]=[C:32]([CH:54]=3)[CH2:33][CH2:34][C:35]3[CH:43]=[C:39]([NH:40][C:41]=1[N:42]=2)[CH:38]=[CH:37][C:36]=3[NH:44][C:45](=[O:53])[CH2:46][CH:47]1[CH2:52][CH2:51][NH:50][CH2:49][CH2:48]1.[CH3:55][O:56][C:57]1[CH:61]=[C:60]([C:62](O)=[O:63])[O:59][N:58]=1. No catalyst specified. The product is [F:1][C:2]([F:7])([F:6])[C:3]([OH:5])=[O:4].[F:8][C:9]([F:14])([F:13])[C:10]([OH:12])=[O:11].[Cl:22][C:23]1[CH:24]=[N:25][C:26]2[NH:27][C:28]3[CH:29]=[N:30][CH:31]=[C:32]([CH:54]=3)[CH2:33][CH2:34][C:35]3[CH:43]=[C:39]([NH:40][C:41]=1[N:42]=2)[CH:38]=[CH:37][C:36]=3[NH:44][C:45](=[O:53])[CH2:46][CH:47]1[CH2:52][CH2:51][N:50]([C:62]([C:60]2[O:59][N:58]=[C:57]([O:56][CH3:55])[CH:61]=2)=[O:63])[CH2:49][CH2:48]1. The yield is 0.240. (4) The reactants are [NH2:1][C:2]1[C:10]([N+:11]([O-:13])=[O:12])=[CH:9][C:5]([C:6]([OH:8])=[O:7])=[CH:4][N:3]=1.S(=O)(=O)(O)O.[CH2:19](O)[CH3:20]. No catalyst specified. The product is [NH2:1][C:2]1[C:10]([N+:11]([O-:13])=[O:12])=[CH:9][C:5]([C:6]([O:8][CH2:19][CH3:20])=[O:7])=[CH:4][N:3]=1. The yield is 0.730. (5) The reactants are O(Cl)[Cl:2].[P].[CH2:5]([N:7]1[C:11]2=[N:12][C:13]([C:22]([F:25])([F:24])[F:23])=[C:14]([C:17]([O:19][CH2:20][CH3:21])=[O:18])[C:15](O)=[C:10]2[CH:9]=[N:8]1)[CH3:6]. The catalyst is ClCCl. The product is [Cl:2][C:15]1[C:14]([C:17]([O:19][CH2:20][CH3:21])=[O:18])=[C:13]([C:22]([F:25])([F:24])[F:23])[N:12]=[C:11]2[N:7]([CH2:5][CH3:6])[N:8]=[CH:9][C:10]=12. The yield is 0.280. (6) The reactants are [ClH:1].Cl.[N:3]1([C:9]2[C:18]3[C:13](=[CH:14][CH:15]=[CH:16][CH:17]=3)[N:12]=[CH:11][N:10]=2)[CH2:8][CH2:7][NH:6][CH2:5][CH2:4]1.C(OC([NH:26][C@@H:27]([C:31]([C:34]1[CH:39]=[CH:38][C:37]([Cl:40])=[CH:36][CH:35]=1)([CH3:33])[CH3:32])[C:28](O)=[O:29])=O)(C)(C)C.ON1C2C=CC=CC=2N=N1.CCN=C=NCCCN(C)C.C(N(CC)CC)C.Cl.O1CCOCC1. The catalyst is CN(C=O)C. The product is [ClH:40].[ClH:1].[NH2:26][C@H:27]([C:31]([C:34]1[CH:35]=[CH:36][C:37]([Cl:40])=[CH:38][CH:39]=1)([CH3:33])[CH3:32])[C:28]([N:6]1[CH2:7][CH2:8][N:3]([C:9]2[C:18]3[C:13](=[CH:14][CH:15]=[CH:16][CH:17]=3)[N:12]=[CH:11][N:10]=2)[CH2:4][CH2:5]1)=[O:29]. The yield is 0.730.